From a dataset of Forward reaction prediction with 1.9M reactions from USPTO patents (1976-2016). Predict the product of the given reaction. (1) Given the reactants C([NH:8][C@H:9]([C:13]([OH:15])=O)[CH:10]([CH3:12])[CH3:11])(OC(C)(C)C)=O.CN1CCOCC1.ClC(OCC(C)C)=O.[Cl:31][C:32]1[CH:37]=[CH:36][C:35]([CH:38]=[CH:39][CH2:40][O:41][C:42]2[CH:47]=[CH:46][C:45]([CH2:48][CH2:49][NH2:50])=[CH:44][C:43]=2[O:51][CH3:52])=[CH:34][CH:33]=1.Cl, predict the reaction product. The product is: [NH2:8][C@@H:9]([CH:10]([CH3:11])[CH3:12])[C:13]([NH:50][CH2:49][CH2:48][C:45]1[CH:46]=[CH:47][C:42]([O:41][CH2:40][CH2:39][CH2:38][C:35]2[CH:34]=[CH:33][C:32]([Cl:31])=[CH:37][CH:36]=2)=[C:43]([O:51][CH3:52])[CH:44]=1)=[O:15]. (2) Given the reactants [OH:1][C:2]([CH3:19])([CH3:18])[CH2:3][NH:4][C:5]1[C:14]2[C:9](=[CH:10][CH:11]=[CH:12][N:13]=2)[N:8]=[CH:7][C:6]=1[N+:15]([O-])=O, predict the reaction product. The product is: [OH:1][C:2]([CH3:19])([CH3:18])[CH2:3][NH:4][C:5]1[C:14]2[C:9](=[CH:10][CH:11]=[CH:12][N:13]=2)[N:8]=[CH:7][C:6]=1[NH2:15]. (3) Given the reactants [CH2:1]([C:3]1[CH:12]=[CH:11][C:6]([C:7]([O:9]C)=[O:8])=[C:5]([CH3:13])[CH:4]=1)[CH3:2], predict the reaction product. The product is: [CH2:1]([C:3]1[CH:12]=[CH:11][C:6]([C:7]([OH:9])=[O:8])=[C:5]([CH3:13])[CH:4]=1)[CH3:2]. (4) Given the reactants [I:1][C:2]1[CH:7]=[CH:6][C:5]([CH3:8])=[C:4]([N+:9]([O-:11])=[O:10])[CH:3]=1.[O-:12][Mn](=O)(=O)=O.[K+].[OH2:18], predict the reaction product. The product is: [I:1][C:2]1[CH:7]=[CH:6][C:5]([C:8]([OH:12])=[O:18])=[C:4]([N+:9]([O-:11])=[O:10])[CH:3]=1. (5) Given the reactants [CH3:1][O:2][C:3]1[CH:12]=[C:11]2[C:6]([CH:7]=[C:8]([C:14]([NH:16][C:17]3[CH:18]=[C:19]([CH:23]=[CH:24][C:25]=3[CH3:26])[C:20](O)=[O:21])=[O:15])[C:9](=[O:13])[NH:10]2)=[CH:5][C:4]=1[O:27][CH2:28][CH2:29][N:30]1[CH2:35][CH2:34][O:33][CH2:32][CH2:31]1.C(OC(=O)[NH:42][CH2:43][CH2:44][CH:45]([NH2:52])[C:46]1[CH:51]=[CH:50][CH:49]=[CH:48][CH:47]=1)(C)(C)C, predict the reaction product. The product is: [NH2:42][CH2:43][CH2:44][CH:45]([NH:52][C:20]([C:19]1[CH:23]=[CH:24][C:25]([CH3:26])=[C:17]([NH:16][C:14]([C:8]2[C:9](=[O:13])[NH:10][C:11]3[C:6]([CH:7]=2)=[CH:5][C:4]([O:27][CH2:28][CH2:29][N:30]2[CH2:31][CH2:32][O:33][CH2:34][CH2:35]2)=[C:3]([O:2][CH3:1])[CH:12]=3)=[O:15])[CH:18]=1)=[O:21])[C:46]1[CH:47]=[CH:48][CH:49]=[CH:50][CH:51]=1.